Dataset: Catalyst prediction with 721,799 reactions and 888 catalyst types from USPTO. Task: Predict which catalyst facilitates the given reaction. Reactant: [NH2:1][C:2]1[CH:3]=[C:4]([C:14]([CH3:17])([CH3:16])[CH3:15])[N:5](C(OC(C)(C)C)=O)[N:6]=1.[N:18]1[CH:23]=[CH:22][C:21]([S:24][C:25]2[CH:26]=[C:27]([CH:29]=[CH:30][CH:31]=2)[NH2:28])=[CH:20][CH:19]=1.C(O)(=O)C[C:34](CC(O)=O)(C(O)=O)[OH:35]. Product: [C:14]([C:4]1[CH:3]=[C:2]([NH:1][C:34]([NH:28][C:27]2[CH:29]=[CH:30][CH:31]=[C:25]([S:24][C:21]3[CH:20]=[CH:19][N:18]=[CH:23][CH:22]=3)[CH:26]=2)=[O:35])[NH:6][N:5]=1)([CH3:15])([CH3:16])[CH3:17]. The catalyst class is: 2.